This data is from Forward reaction prediction with 1.9M reactions from USPTO patents (1976-2016). The task is: Predict the product of the given reaction. Given the reactants C([Cl:4])(=O)C.[CH3:5][O:6][CH2:7][CH2:8][C@@H:9]1[NH:14][CH2:13][CH2:12][N:11]([C:15]2[C:24]3[C:23]4[CH:25]=[CH:26][CH:27]=[CH:28][C:22]=4[S:21][C:20]=3[NH:19][C:18]3[CH:29]=[CH:30][C:31]([C:33]([F:36])([F:35])[F:34])=[CH:32][C:17]=3[N:16]=2)[CH2:10]1, predict the reaction product. The product is: [ClH:4].[ClH:4].[CH3:5][O:6][CH2:7][CH2:8][C@@H:9]1[NH:14][CH2:13][CH2:12][N:11]([C:15]2[C:24]3[C:23]4[CH:25]=[CH:26][CH:27]=[CH:28][C:22]=4[S:21][C:20]=3[NH:19][C:18]3[CH:29]=[CH:30][C:31]([C:33]([F:35])([F:36])[F:34])=[CH:32][C:17]=3[N:16]=2)[CH2:10]1.